The task is: Predict the reaction yield, written as a fraction of the theoretical maximum amount of product (1.0 means a 100% yield; for example, 0.34 means a 34% yield).. This data is from Reaction yield outcomes from USPTO patents with 853,638 reactions. (1) The reactants are [F:1][C:2]1[C:3]([NH:23][C:24]2[CH:29]=[CH:28][C:27]([I:30])=[CH:26][C:25]=2[F:31])=[C:4]([C:9]([N:11]2[CH2:14][CH:13]([NH:15]C(=O)OC(C)(C)C)[CH2:12]2)=[O:10])[CH:5]=[CH:6][C:7]=1[F:8].FC(F)(F)C(O)=O. The catalyst is ClCCl. The product is [F:1][C:2]1[C:3]([NH:23][C:24]2[CH:29]=[CH:28][C:27]([I:30])=[CH:26][C:25]=2[F:31])=[C:4]([C:9]([N:11]2[CH2:14][CH:13]([NH2:15])[CH2:12]2)=[O:10])[CH:5]=[CH:6][C:7]=1[F:8]. The yield is 0.950. (2) The reactants are [Cl:1][C:2]1[CH:3]=[C:4]([CH:7]=[CH:8][CH:9]=1)[CH:5]=[O:6].S([O-])([O-])(=O)=O.[Mg+2].CC(N=P(N1CCCC1)(N1CCCC1)N1CCCC1)(C)C.[N+:37]([CH3:40])([O-:39])=[O:38]. No catalyst specified. The product is [Cl:1][C:2]1[CH:3]=[C:4]([CH:5]([OH:6])[CH2:40][N+:37]([O-:39])=[O:38])[CH:7]=[CH:8][CH:9]=1. The yield is 1.00. (3) The reactants are [CH:1]1([C@H:7]([NH:12][C:13]([C:15]2[CH:19]=[C:18]([C:20]3[CH:25]=[CH:24][C:23]([O:26][CH3:27])=[CH:22][CH:21]=3)[S:17][C:16]=2[NH:28][C:29]([NH:31][C:32]2[C:37]([CH3:38])=[CH:36][C:35]([CH3:39])=[CH:34][C:33]=2[CH3:40])=[O:30])=[O:14])[C:8]([O:10]C)=[O:9])[CH2:6][CH2:5][CH2:4][CH2:3][CH2:2]1.[OH-].[Li+]. The catalyst is C1COCC1. The product is [CH:1]1([C@H:7]([NH:12][C:13]([C:15]2[CH:19]=[C:18]([C:20]3[CH:21]=[CH:22][C:23]([O:26][CH3:27])=[CH:24][CH:25]=3)[S:17][C:16]=2[NH:28][C:29]([NH:31][C:32]2[C:37]([CH3:38])=[CH:36][C:35]([CH3:39])=[CH:34][C:33]=2[CH3:40])=[O:30])=[O:14])[C:8]([OH:10])=[O:9])[CH2:6][CH2:5][CH2:4][CH2:3][CH2:2]1. The yield is 0.840. (4) The product is [Cl:1][C:2]1[CH:7]=[CH:6][C:5]([O:8][C:10]2[N:11]=[C:12]([OH:20])[C:13]3[CH:19]=[CH:18][N:17]=[CH:16][C:14]=3[N:15]=2)=[CH:4][CH:3]=1. No catalyst specified. The reactants are [Cl:1][C:2]1[CH:7]=[CH:6][C:5]([OH:8])=[CH:4][CH:3]=1.Cl[C:10]1[N:11]=[C:12]([OH:20])[C:13]2[CH:19]=[CH:18][N:17]=[CH:16][C:14]=2[N:15]=1. The yield is 0.290.